From a dataset of Forward reaction prediction with 1.9M reactions from USPTO patents (1976-2016). Predict the product of the given reaction. (1) Given the reactants [CH:1]([NH:4][CH:5]([CH3:7])[CH3:6])([CH3:3])[CH3:2].[OH-].[K+].S(Cl)([Cl:12])=O.[CH:14]1[CH:19]=CC=CC=1, predict the reaction product. The product is: [ClH:12].[CH:1]([N:4]([CH:5]([CH3:7])[CH3:6])[CH2:19][CH2:14][Cl:12])([CH3:3])[CH3:2]. (2) Given the reactants [Cl:1][C:2]1[CH:7]=[C:6]([Cl:8])[CH:5]=[CH:4][C:3]=1[C:9]1[N:14]2[CH:15]=[C:16]([CH2:18][OH:19])[N:17]=[C:13]2[N:12]=[C:11]([CH3:20])[C:10]=1[C:21]([O:23][C:24]([CH3:27])([CH3:26])[CH3:25])=[O:22].CC(OI1(OC(C)=O)(OC(C)=O)OC(=O)C2C=CC=CC1=2)=O, predict the reaction product. The product is: [Cl:1][C:2]1[CH:7]=[C:6]([Cl:8])[CH:5]=[CH:4][C:3]=1[C:9]1[N:14]2[CH:15]=[C:16]([CH:18]=[O:19])[N:17]=[C:13]2[N:12]=[C:11]([CH3:20])[C:10]=1[C:21]([O:23][C:24]([CH3:27])([CH3:26])[CH3:25])=[O:22]. (3) Given the reactants [Cl:1][C:2]1[CH:7]=[C:6]([F:8])[CH:5]=[CH:4][C:3]=1[N:9]([CH2:24][O:25][C:26]([O:28][CH2:29][CH2:30][CH2:31][C:32]([OH:34])=[O:33])=[O:27])[S:10]([CH:13]1[CH2:18][CH2:17][CH2:16][CH:15]=[C:14]1[C:19]([O:21][CH2:22][CH3:23])=[O:20])(=[O:12])=[O:11].O.[OH-].[Na+:37], predict the reaction product. The product is: [Cl:1][C:2]1[CH:7]=[C:6]([F:8])[CH:5]=[CH:4][C:3]=1[N:9]([CH2:24][O:25][C:26]([O:28][CH2:29][CH2:30][CH2:31][C:32]([O-:34])=[O:33])=[O:27])[S:10]([CH:13]1[CH2:18][CH2:17][CH2:16][CH:15]=[C:14]1[C:19]([O:21][CH2:22][CH3:23])=[O:20])(=[O:11])=[O:12].[Na+:37]. (4) Given the reactants [NH2:1][C@H:2]([C:7]([OH:9])=[O:8])[CH2:3][C:4]([OH:6])=[O:5].[CH:10]#[C:11][CH2:12][NH:13][C@H:14]1[C:18]2[CH:19]=[CH:20][CH:21]=[CH:22][C:17]=2[CH2:16][CH2:15]1, predict the reaction product. The product is: [CH:10]#[C:11][CH2:12][NH:13][C@H:14]1[C:18]2[CH:19]=[CH:20][CH:21]=[CH:22][C:17]=2[CH2:16][CH2:15]1.[NH2:1][C@H:2]([C:7]([O-:9])=[O:8])[CH2:3][C:4]([O-:6])=[O:5]. (5) Given the reactants [CH3:1][C:2]1[CH:7]=[C:6]([N+:8]([O-:10])=[O:9])[CH:5]=[CH:4][C:3]=1[N:11]=[C:12]1[NH:16][C@@H:15]([CH2:17][C:18]2[NH:19][CH:20]=[C:21]([CH2:23][CH:24]([CH3:26])[CH3:25])[N:22]=2)[CH2:14][S:13]1.[CH2:27](Br)[CH:28]([CH3:30])[CH3:29], predict the reaction product. The product is: [CH3:1][C:2]1[CH:7]=[C:6]([N+:8]([O-:10])=[O:9])[CH:5]=[CH:4][C:3]=1[N:11]=[C:12]1[N:16]([CH2:27][CH:28]([CH3:30])[CH3:29])[C@@H:15]([CH2:17][C:18]2[NH:19][CH:20]=[C:21]([CH2:23][CH:24]([CH3:26])[CH3:25])[N:22]=2)[CH2:14][S:13]1. (6) Given the reactants [CH2:1]([C:3]1[CH:11]=[CH:10][C:9]2[NH:8][C:7]3[CH2:12][CH2:13][N:14]([CH3:16])[CH2:15][C:6]=3[C:5]=2[CH:4]=1)[CH3:2].[OH-].[K+].[CH3:19][C:20]1[CH:25]=[CH:24][C:23]([CH:26]=[CH2:27])=[CH:22][N:21]=1, predict the reaction product. The product is: [CH2:1]([C:3]1[CH:11]=[CH:10][C:9]2[N:8]([CH2:27][CH2:26][C:23]3[CH:22]=[N:21][C:20]([CH3:19])=[CH:25][CH:24]=3)[C:7]3[CH2:12][CH2:13][N:14]([CH3:16])[CH2:15][C:6]=3[C:5]=2[CH:4]=1)[CH3:2]. (7) Given the reactants [Br:1][C:2]1[C:3](=[O:33])[N:4]([C:25]2[C:30]([F:31])=[CH:29][CH:28]=[CH:27][C:26]=2[F:32])[C:5]([CH3:24])=[CH:6][C:7]=1[O:8][CH2:9][C:10]1[CH:22]=[CH:21][C:20]([F:23])=[CH:19][C:11]=1[O:12][CH2:13][C:14]([O:16]CC)=[O:15].[OH-].[Na+].CO.O, predict the reaction product. The product is: [Br:1][C:2]1[C:3](=[O:33])[N:4]([C:25]2[C:30]([F:31])=[CH:29][CH:28]=[CH:27][C:26]=2[F:32])[C:5]([CH3:24])=[CH:6][C:7]=1[O:8][CH2:9][C:10]1[CH:22]=[CH:21][C:20]([F:23])=[CH:19][C:11]=1[O:12][CH2:13][C:14]([OH:16])=[O:15]. (8) Given the reactants Cl.[Br:2][C:3]1[CH:8]=[CH:7][C:6]([NH:9]N)=[CH:5][CH:4]=1.Cl.[NH:12]1[CH2:17][CH2:16][C:15](=O)[CH2:14][CH2:13]1.Cl, predict the reaction product. The product is: [Br:2][C:3]1[CH:8]=[CH:7][C:6]2[NH:9][C:15]3[CH2:16][CH2:17][NH:12][CH2:13][C:14]=3[C:5]=2[CH:4]=1. (9) The product is: [NH2:83][C:49]1[N:50]=[C:51]([CH2:68][CH2:69][C:70]([F:72])([F:73])[F:71])[N:52]([C:56]2[CH:61]=[CH:60][C:59]([O:62][CH2:63][C:64]([F:65])([F:67])[F:66])=[CH:58][CH:57]=2)[C:53](=[O:55])[CH:54]=1. Given the reactants C1(P(C2C=CC=CC=2)C2C3OC4C(=CC=CC=4P(C4C=CC=CC=4)C4C=CC=CC=4)C(C)(C)C=3C=CC=2)C=CC=CC=1.FC(F)(F)S(O[C:49]1[N:50]=[C:51]([CH2:68][CH2:69][C:70]([F:73])([F:72])[F:71])[N:52]([C:56]2[CH:61]=[CH:60][C:59]([O:62][CH2:63][C:64]([F:67])([F:66])[F:65])=[CH:58][CH:57]=2)[C:53](=[O:55])[CH:54]=1)(=O)=O.C1(C(C2C=CC=CC=2)=[NH:83])C=CC=CC=1.C(=O)([O-])[O-].[Cs+].[Cs+], predict the reaction product.